Predict the product of the given reaction. From a dataset of Forward reaction prediction with 1.9M reactions from USPTO patents (1976-2016). (1) Given the reactants COC([C:5]1([CH2:17][C:18]2[CH:23]=[CH:22][C:21]([Cl:24])=[CH:20][CH:19]=2)[CH2:9][CH2:8][C:7]([CH2:11][O:12][CH2:13][O:14][CH3:15])([CH3:10])[C:6]1=[O:16])=O.[OH-].[Na+].O, predict the reaction product. The product is: [Cl:24][C:21]1[CH:20]=[CH:19][C:18]([CH2:17][CH:5]2[C:6](=[O:16])[C:7]([CH2:11][O:12][CH2:13][O:14][CH3:15])([CH3:10])[CH2:8][CH2:9]2)=[CH:23][CH:22]=1. (2) Given the reactants [CH3:1][N:2]1[CH2:7][CH2:6][N:5]([C:8]2[CH:13]=[CH:12][C:11]3[N:14]=[C:15]([C:17]4[CH:22]=[CH:21][C:20]5[NH:23][C:24]([NH:32][C:19]=5[CH:18]=4)=[C:25]4[CH:31]=[CH:30][C:28](=[O:29])[CH:27]=[CH:26]4)[NH:16][C:10]=3[CH:9]=2)[CH2:4][CH2:3]1.[CH:33]1(N=C=NC2CCCCC2)CCCC[CH2:34]1.C(O)(=O)CCC(O)=O, predict the reaction product. The product is: [CH3:33][CH2:34][O:29][C:28]1[CH:30]=[CH:31][C:25]([C:24]2[NH:32][C:19]3[CH:18]=[C:17]([C:15]4[NH:16][C:10]5[CH:9]=[C:8]([N:5]6[CH2:6][CH2:7][N:2]([CH3:1])[CH2:3][CH2:4]6)[CH:13]=[CH:12][C:11]=5[N:14]=4)[CH:22]=[CH:21][C:20]=3[N:23]=2)=[CH:26][CH:27]=1. (3) Given the reactants [CH2:1]([NH:8][C@H:9]([CH3:16])[C:10]1[CH:15]=[CH:14][CH:13]=[CH:12][CH:11]=1)[C:2]1[CH:7]=[CH:6][CH:5]=[CH:4][CH:3]=1.[CH2:17]([Li])CCC.[C:22]1([C:27]([O:29][CH3:30])=[O:28])[CH2:26][CH2:25][CH2:24][CH:23]=1.IC, predict the reaction product. The product is: [CH2:1]([N:8]([C@@H:9]([C:10]1[CH:15]=[CH:14][CH:13]=[CH:12][CH:11]=1)[CH3:16])[C@@H:23]1[CH2:24][CH2:25][CH2:26][C@:22]1([CH3:17])[C:27]([O:29][CH3:30])=[O:28])[C:2]1[CH:7]=[CH:6][CH:5]=[CH:4][CH:3]=1. (4) Given the reactants [CH3:1][C:2]1([CH3:14])[C:11]2[C:6](=[CH:7][CH:8]=[C:9]([F:12])[CH:10]=2)[NH:5][C:4](=[O:13])[CH2:3]1.[C:15]([O:19][C:20](O[C:20]([O:19][C:15]([CH3:18])([CH3:17])[CH3:16])=[O:21])=[O:21])([CH3:18])([CH3:17])[CH3:16], predict the reaction product. The product is: [C:15]([O:19][C:20]([N:5]1[C:6]2[C:11](=[CH:10][C:9]([F:12])=[CH:8][CH:7]=2)[C:2]([CH3:14])([CH3:1])[CH2:3][C:4]1=[O:13])=[O:21])([CH3:18])([CH3:17])[CH3:16].